From a dataset of Forward reaction prediction with 1.9M reactions from USPTO patents (1976-2016). Predict the product of the given reaction. (1) Given the reactants [C:1]([O:5][C:6]([N:8]([C:32]([O:34][C:35]([CH3:38])([CH3:37])[CH3:36])=[O:33])[C:9]1[C:10]([C:16]2[N:20]([C:21]([O:23][C:24]([CH3:27])([CH3:26])[CH3:25])=[O:22])[C:19]3[CH:28]=[CH:29][CH:30]=[CH:31][C:18]=3[N:17]=2)=[N:11][C:12](Br)=[CH:13][N:14]=1)=[O:7])([CH3:4])([CH3:3])[CH3:2].CC1(C)C(C)(C)OB([C:47]2[CH2:48][CH2:49][N:50]([C:53]([O:55][C:56]([CH3:59])([CH3:58])[CH3:57])=[O:54])[CH2:51][CH:52]=2)O1.C(P(C(C)(C)C)C1C=CC(N(C)C)=CC=1)(C)(C)C.C([O-])([O-])=O.[K+].[K+], predict the reaction product. The product is: [C:1]([O:5][C:6]([N:8]([C:32]([O:34][C:35]([CH3:38])([CH3:37])[CH3:36])=[O:33])[C:9]1[C:10]([C:16]2[N:20]([C:21]([O:23][C:24]([CH3:27])([CH3:26])[CH3:25])=[O:22])[C:19]3[CH:28]=[CH:29][CH:30]=[CH:31][C:18]=3[N:17]=2)=[N:11][C:12]([C:47]2[CH2:52][CH2:51][N:50]([C:53]([O:55][C:56]([CH3:59])([CH3:58])[CH3:57])=[O:54])[CH2:49][CH:48]=2)=[CH:13][N:14]=1)=[O:7])([CH3:4])([CH3:3])[CH3:2]. (2) The product is: [CH3:9][O:8][C:6]([C:5]1[CH:15]([C:14]2[CH:17]=[CH:18][C:19]([F:20])=[C:12]([F:11])[CH:13]=2)[NH:24][C:22](=[O:23])[NH:21][C:4]=1[CH2:3][O:2][CH3:1])=[O:7]. Given the reactants [CH3:1][O:2][CH2:3][C:4](=O)[CH2:5][C:6]([O:8][CH3:9])=[O:7].[F:11][C:12]1[CH:13]=[C:14]([CH:17]=[CH:18][C:19]=1[F:20])[CH:15]=O.[NH2:21][C:22]([NH2:24])=[O:23].B(F)(F)F.CCOCC.C(=O)(O)[O-].[Na+], predict the reaction product. (3) The product is: [C:34]([N:31]1[CH2:30][CH2:29][CH:28]([NH:27][C:25]([C:21]2[C:17]3[N:18]=[CH:19][N:20]=[C:15]([C:8]4[CH:9]=[CH:10][C:11]([O:13][CH3:14])=[CH:12][C:7]=4[O:6][CH2:5][CH:2]4[CH2:4][CH2:3]4)[C:16]=3[NH:23][C:22]=2[CH3:24])=[O:26])[CH2:33][CH2:32]1)(=[O:36])[CH3:35]. Given the reactants Cl.[CH:2]1([CH2:5][O:6][C:7]2[CH:12]=[C:11]([O:13][CH3:14])[CH:10]=[CH:9][C:8]=2[C:15]2[C:16]3[NH:23][C:22]([CH3:24])=[C:21]([C:25]([NH:27][CH:28]4[CH2:33][CH2:32][NH:31][CH2:30][CH2:29]4)=[O:26])[C:17]=3[N:18]=[CH:19][N:20]=2)[CH2:4][CH2:3]1.[C:34](Cl)(=[O:36])[CH3:35], predict the reaction product. (4) Given the reactants C([O:5][C:6]([CH:8]1[CH2:12]C(O)C[N:9]1[C:14](=[O:39])[CH:15]([NH:20][C:21](=[O:38])[CH:22]([CH:32]1[CH2:37][CH2:36][CH2:35][CH2:34][CH2:33]1)[NH:23][C:24]([C:26]1[CH:31]=[N:30][CH:29]=[CH:28][N:27]=1)=[O:25])[C:16]([CH3:19])([CH3:18])[CH3:17])=[O:7])(C)(C)C.C1(P(C2C=CC=CC=2)C2C=CC=CC=2)C=CC=CC=1.OC1[CH:65]=[C:64]([Cl:66])[CH:63]=[CH:62]N=1.[N:67]([C:74]([O:76][CH2:77][CH3:78])=O)=[N:67][C:74]([O:76][CH2:77][CH3:78])=O.FC(F)(F)C(O)=O, predict the reaction product. The product is: [Cl:66][C:64]1[CH:63]=[CH:62][C:74]([O:76][CH:77]2[CH2:78][N:9]([C:14](=[O:39])[CH:15]([NH:20][C:21](=[O:38])[CH:22]([CH:32]3[CH2:37][CH2:36][CH2:35][CH2:34][CH2:33]3)[NH:23][C:24]([C:26]3[CH:31]=[N:30][CH:29]=[CH:28][N:27]=3)=[O:25])[C:16]([CH3:18])([CH3:17])[CH3:19])[CH:8]([C:6]([OH:5])=[O:7])[CH2:12]2)=[N:67][CH:65]=1. (5) Given the reactants Cl.Cl.[NH:3]1[CH2:8][CH2:7][CH:6]([N:9]2[C:17]3[C:12](=[N:13][CH:14]=[CH:15][CH:16]=3)[NH:11][C:10]2=[O:18])[CH2:5][CH2:4]1.Cl[C:20]1[N:25]=[C:24]([C:26]([N:28]2[C:36]3[C:31](=[CH:32][C:33]([F:37])=[CH:34][CH:35]=3)[CH2:30][CH2:29]2)=[O:27])[CH:23]=[N:22][CH:21]=1.CCN(C(C)C)C(C)C.O, predict the reaction product. The product is: [F:37][C:33]1[CH:32]=[C:31]2[C:36](=[CH:35][CH:34]=1)[N:28]([C:26]([C:24]1[N:25]=[C:20]([N:3]3[CH2:4][CH2:5][CH:6]([N:9]4[C:17]5[C:12](=[N:13][CH:14]=[CH:15][CH:16]=5)[NH:11][C:10]4=[O:18])[CH2:7][CH2:8]3)[CH:21]=[N:22][CH:23]=1)=[O:27])[CH2:29][CH2:30]2. (6) Given the reactants [CH3:1][O:2][C:3]1[CH:10]=[CH:9][C:6]([C:7]#[N:8])=[CH:5][C:4]=1[C:11]1[N:15]([CH2:16][CH2:17][O:18][CH2:19][Si:20]([CH3:23])([CH3:22])[CH3:21])[N:14]=[CH:13][C:12]=1[N+:24]([O-])=O.O.[Cl-].[NH4+], predict the reaction product. The product is: [NH2:24][C:12]1[CH:13]=[N:14][N:15]([CH2:16][CH2:17][O:18][CH2:19][Si:20]([CH3:21])([CH3:23])[CH3:22])[C:11]=1[C:4]1[CH:5]=[C:6]([CH:9]=[CH:10][C:3]=1[O:2][CH3:1])[C:7]#[N:8].